The task is: Predict the reaction yield, written as a fraction of the theoretical maximum amount of product (1.0 means a 100% yield; for example, 0.34 means a 34% yield).. This data is from Reaction yield outcomes from USPTO patents with 853,638 reactions. (1) The reactants are [C:1]([NH:6][C:7]1[NH:8][C:9](=[O:31])[C:10]2[N:11]=[CH:12][N:13]([C:29]=2[N:30]=1)[C@@H:14]1[O:28][C@H:18]([CH2:19][O:20][Si:21]([C:24]([CH3:27])([CH3:26])[CH3:25])([CH3:23])[CH3:22])[C@@H:16]([OH:17])[CH2:15]1)(=[O:5])[CH:2]([CH3:4])[CH3:3].C(O)(=O)C.C(OC(=O)C)(=O)C.C([O-])([O-])=O.[K+].[K+].[CH3:49][S:50]([CH3:52])=O. No catalyst specified. The product is [C:1]([NH:6][C:7]1[NH:8][C:9](=[O:31])[C:10]2[N:11]=[CH:12][N:13]([C:29]=2[N:30]=1)[C@@H:14]1[O:28][C@H:18]([CH2:19][O:20][Si:21]([C:24]([CH3:26])([CH3:25])[CH3:27])([CH3:23])[CH3:22])[C@@H:16]([O:17][CH2:49][S:50][CH3:52])[CH2:15]1)(=[O:5])[CH:2]([CH3:4])[CH3:3]. The yield is 0.690. (2) The reactants are [C:1]([C:3]1[C:4]([CH:19]([C:23]2[CH:28]=[CH:27][C:26]([Cl:29])=[C:25]([Cl:30])[CH:24]=2)[CH2:20][CH2:21][OH:22])=[C:5]([C:14]([O:16]CC)=[O:15])[S:6][C:7]=1[N:8]1[CH2:13][CH2:12][O:11][CH2:10][CH2:9]1)#[N:2].[H-].[Na+].CCOC(C)=O. The catalyst is O1CCCC1.[Cl-].[Na+].O. The product is [C:1]([C:3]1[C:4]([CH:19]([C:23]2[CH:28]=[CH:27][C:26]([Cl:29])=[C:25]([Cl:30])[CH:24]=2)[CH2:20][CH2:21][OH:22])=[C:5]([C:14]([OH:16])=[O:15])[S:6][C:7]=1[N:8]1[CH2:9][CH2:10][O:11][CH2:12][CH2:13]1)#[N:2]. The yield is 0.182. (3) The reactants are Br[C:2]1[CH:3]=[N:4][CH:5]=[C:6]([O:8][C:9]2[CH:14]=[CH:13][CH:12]=[CH:11][CH:10]=2)[CH:7]=1.C([Li])CCC.[O:20]=[C:21]1[CH2:27][CH:26]2[CH2:28][CH:22]1[CH2:23][N:24]([C:29]([O:31][CH2:32][CH3:33])=[O:30])[CH2:25]2. The catalyst is C(OCC)C.C1COCC1. The product is [OH:20][C:21]1([C:2]2[CH:3]=[N:4][CH:5]=[C:6]([O:8][C:9]3[CH:14]=[CH:13][CH:12]=[CH:11][CH:10]=3)[CH:7]=2)[CH2:27][CH:26]2[CH2:28][CH:22]1[CH2:23][N:24]([C:29]([O:31][CH2:32][CH3:33])=[O:30])[CH2:25]2. The yield is 0.840. (4) The reactants are [C:1]12([C:11]3[C:19]4[O:18][C:17]([NH2:20])=[N:16][C:15]=4[CH:14]=[C:13]([C:21]4[N:26]=[CH:25][C:24]([CH:27]=[C:28]5[S:32][C:31](=[O:33])[NH:30][C:29]5=[O:34])=[CH:23][CH:22]=4)[CH:12]=3)[CH2:10][CH:5]3[CH2:6][CH:7]([CH2:9][CH:3]([CH2:4]3)[CH2:2]1)[CH2:8]2.N1C=CC=CC=1.[F:41][C:42]([F:53])([F:52])[C:43](O[C:43](=[O:44])[C:42]([F:53])([F:52])[F:41])=[O:44]. The catalyst is O1CCCC1. The product is [C:1]12([C:11]3[C:19]4[O:18][C:17]([NH:20][C:43](=[O:44])[C:42]([F:53])([F:52])[F:41])=[N:16][C:15]=4[CH:14]=[C:13]([C:21]4[CH:22]=[CH:23][C:24]([CH:27]=[C:28]5[S:32][C:31](=[O:33])[NH:30][C:29]5=[O:34])=[CH:25][N:26]=4)[CH:12]=3)[CH2:2][CH:3]3[CH2:9][CH:7]([CH2:6][CH:5]([CH2:4]3)[CH2:10]1)[CH2:8]2. The yield is 0.550. (5) The reactants are [Cl:1][C:2]1[CH:3]=[CH:4][C:5]2[S:9][C:8]([S:10](Cl)(=[O:12])=[O:11])=[C:7]([CH3:14])[C:6]=2[CH:15]=1.[O:16]1[C:20]([C:21]2[CH:22]=[C:23]([CH:25]=[CH:26][CH:27]=2)[NH2:24])=[CH:19][N:18]=[CH:17]1. No catalyst specified. The product is [Cl:1][C:2]1[CH:3]=[CH:4][C:5]2[S:9][C:8]([S:10]([NH:24][C:23]3[CH:25]=[CH:26][CH:27]=[C:21]([C:20]4[O:16][CH:17]=[N:18][CH:19]=4)[CH:22]=3)(=[O:12])=[O:11])=[C:7]([CH3:14])[C:6]=2[CH:15]=1. The yield is 0.260. (6) The reactants are Br[CH2:2][C:3]([C:5]1[CH:12]=[CH:11][C:8]([C:9]#[N:10])=[CH:7][CH:6]=1)=O.[OH:13][CH2:14][C:15]([NH:18][C:19]([NH2:21])=[S:20])([CH3:17])[CH3:16]. The catalyst is C(O)C. The product is [OH:13][CH2:14][C:15]([NH:18][C:19]1[S:20][CH:2]=[C:3]([C:5]2[CH:12]=[CH:11][C:8]([C:9]#[N:10])=[CH:7][CH:6]=2)[N:21]=1)([CH3:17])[CH3:16]. The yield is 1.00.